This data is from Full USPTO retrosynthesis dataset with 1.9M reactions from patents (1976-2016). The task is: Predict the reactants needed to synthesize the given product. The reactants are: [CH3:1][O:2][C:3]1[CH:4]=[C:5]([CH:7]=[C:8]([C:10]([F:13])([F:12])[F:11])[CH:9]=1)N.N(OC(C)(C)C)=O.[I:21]I.OS([O-])=O.[Na+]. Given the product [I:21][C:5]1[CH:7]=[C:8]([C:10]([F:13])([F:12])[F:11])[CH:9]=[C:3]([O:2][CH3:1])[CH:4]=1, predict the reactants needed to synthesize it.